From a dataset of Full USPTO retrosynthesis dataset with 1.9M reactions from patents (1976-2016). Predict the reactants needed to synthesize the given product. (1) Given the product [CH2:1]([C:3]1[CH:4]=[CH:5][C:6]2[CH2:7][C@H:8]3[N:19]([CH2:29][CH:28]=[CH2:27])[CH2:18][CH2:17][C@@:14]4([C:15]=2[CH:16]=1)[C@H:9]3[CH2:10][CH2:11][CH2:12][CH2:13]4)[CH3:2], predict the reactants needed to synthesize it. The reactants are: [CH2:1]([C:3]1[CH:4]=[CH:5][C:6]2[CH2:7][C@H:8]3[NH:19][CH2:18][CH2:17][C@@:14]4([C:15]=2[CH:16]=1)[C@H:9]3[CH2:10][CH2:11][CH2:12][CH2:13]4)[CH3:2].Cl.C(=O)([O-])[O-].[K+].[K+].[CH2:27](Br)[CH:28]=[CH2:29]. (2) The reactants are: [CH3:1][CH2:2][CH2:3][CH2:4][CH2:5][CH2:6][CH2:7][CH2:8][C:9]1[CH:10]=[CH:11][C:12]([CH2:15][CH2:16][C:17]([NH2:22])([CH2:20][OH:21])[CH2:18][OH:19])=[CH:13][CH:14]=1.[ClH:23].[C:24]([OH:30])(=[O:29])[CH2:25][C:26]([OH:28])=[O:27]. Given the product [CH3:1][CH2:2][CH2:3][CH2:4][CH2:5][CH2:6][CH2:7][CH2:8][C:9]1[CH:14]=[CH:13][C:12]([CH2:15][CH2:16][C:17]([NH2:22])([CH2:18][OH:19])[CH2:20][OH:21])=[CH:11][CH:10]=1.[ClH:23].[C:24]([O-:30])(=[O:29])[CH2:25][C:26]([O-:28])=[O:27], predict the reactants needed to synthesize it. (3) Given the product [Cl:1][C:2]1[CH:17]=[CH:16][C:5]([O:6][C:7]2[CH:12]=[CH:11][C:10]([CH2:13][CH2:14][NH:15][C:24]3[NH:25][CH:26]=[C:27]([CH2:31][C:32]4[CH:33]=[N:34][C:35](=[O:38])[NH:36][CH:37]=4)[C:28](=[O:30])[N:29]=3)=[CH:9][CH:8]=2)=[CH:4][C:3]=1[C:18]([F:19])([F:20])[F:21], predict the reactants needed to synthesize it. The reactants are: [Cl:1][C:2]1[CH:17]=[CH:16][C:5]([O:6][C:7]2[CH:12]=[CH:11][C:10]([CH2:13][CH2:14][NH2:15])=[CH:9][CH:8]=2)=[CH:4][C:3]=1[C:18]([F:21])([F:20])[F:19].CS[C:24]1[NH:25][CH:26]=[C:27]([CH2:31][C:32]2[CH:33]=[N:34][C:35](=[O:38])[NH:36][CH:37]=2)[C:28](=[O:30])[N:29]=1. (4) Given the product [NH2:1][C:2]1[C:3]([O:18][CH2:19][CH:20]2[CH2:21][CH2:22]2)=[CH:4][C:5]([C:8]2([C:13]([O:15][CH2:16][CH3:17])=[O:14])[CH2:12][CH2:11][CH2:10][CH2:9]2)=[CH:6][C:7]=1[Br:30], predict the reactants needed to synthesize it. The reactants are: [NH2:1][C:2]1[CH:7]=[CH:6][C:5]([C:8]2([C:13]([O:15][CH2:16][CH3:17])=[O:14])[CH2:12][CH2:11][CH2:10][CH2:9]2)=[CH:4][C:3]=1[O:18][CH2:19][CH:20]1[CH2:22][CH2:21]1.C1C(=O)N([Br:30])C(=O)C1. (5) Given the product [CH3:12][O:13][C:14]1[CH:22]=[CH:21][C:17]([C:18]([N:9]2[CH2:10][CH:11]=[C:6]([C:4]([O:25][CH3:24])=[O:5])[CH2:7][CH2:8]2)=[O:19])=[CH:16][CH:15]=1, predict the reactants needed to synthesize it. The reactants are: Cl.ON[C:4]([C:6]1[CH2:7][CH2:8][NH:9][CH2:10][CH:11]=1)=[O:5].[CH3:12][O:13][C:14]1[CH:22]=[CH:21][C:17]([C:18](Cl)=[O:19])=[CH:16][CH:15]=1.C[CH2:24][O:25]C(C)=O. (6) Given the product [CH3:27][O:26][C:21]1[CH:22]=[CH:23][CH:24]=[CH:25][C:20]=1[CH2:19][O:18][CH2:17][CH2:16][CH2:15][O:14][C:11]1[CH:12]=[CH:13][C:8]([CH:7]2[CH2:6][CH2:5][N:4]([C:28]([O:30][C:31]([CH3:34])([CH3:33])[CH3:32])=[O:29])[CH2:3][CH:2]2[O:1][CH2:36][C:37]2[CH:46]=[C:45]3[C:40]([CH:41]=[CH:42][C:43]([O:47][CH2:48][CH2:49][CH2:50][O:51][CH3:52])=[N:44]3)=[CH:39][CH:38]=2)=[CH:9][CH:10]=1, predict the reactants needed to synthesize it. The reactants are: [OH:1][CH:2]1[CH:7]([C:8]2[CH:13]=[CH:12][C:11]([O:14][CH2:15][CH2:16][CH2:17][O:18][CH2:19][C:20]3[CH:25]=[CH:24][CH:23]=[CH:22][C:21]=3[O:26][CH3:27])=[CH:10][CH:9]=2)[CH2:6][CH2:5][N:4]([C:28]([O:30][C:31]([CH3:34])([CH3:33])[CH3:32])=[O:29])[CH2:3]1.Cl[CH2:36][C:37]1[CH:46]=[C:45]2[C:40]([CH:41]=[CH:42][C:43]([O:47][CH2:48][CH2:49][CH2:50][O:51][CH3:52])=[N:44]2)=[CH:39][CH:38]=1. (7) The reactants are: [Cl:1][C:2]1[N:3]=[C:4]([N:14]2[CH2:19][CH2:18][O:17][CH2:16][CH2:15]2)[C:5]2[S:10][C:9]([CH:11]=O)=[C:8]([CH3:13])[C:6]=2[N:7]=1.C1COCC1.[CH3:25][NH2:26]. Given the product [Cl:1][C:2]1[N:3]=[C:4]([N:14]2[CH2:19][CH2:18][O:17][CH2:16][CH2:15]2)[C:5]2[S:10][C:9]([CH2:11][NH:26][CH3:25])=[C:8]([CH3:13])[C:6]=2[N:7]=1, predict the reactants needed to synthesize it.